From a dataset of Forward reaction prediction with 1.9M reactions from USPTO patents (1976-2016). Predict the product of the given reaction. (1) The product is: [CH:1]([O:4][C:5]([N:7]1[CH2:12][CH2:11][CH:10]([O:13][N:14]=[C:15]2[CH2:16][CH2:17][N:18]([C:21]3[CH:26]=[C:25]([F:27])[C:24]([CH2:28][O:29][C:40](=[O:41])[CH2:39][NH:38][C:36]([O:35][C:31]([CH3:33])([CH3:32])[CH3:34])=[O:37])=[CH:23][C:22]=3[F:30])[CH2:19][CH2:20]2)[CH2:9][CH2:8]1)=[O:6])([CH3:3])[CH3:2]. Given the reactants [CH:1]([O:4][C:5]([N:7]1[CH2:12][CH2:11][CH:10]([O:13][N:14]=[C:15]2[CH2:20][CH2:19][N:18]([C:21]3[CH:26]=[C:25]([F:27])[C:24]([CH2:28][OH:29])=[CH:23][C:22]=3[F:30])[CH2:17][CH2:16]2)[CH2:9][CH2:8]1)=[O:6])([CH3:3])[CH3:2].[C:31]([O:35][C:36]([NH:38][CH2:39][C:40](O)=[O:41])=[O:37])([CH3:34])([CH3:33])[CH3:32].C(Cl)CCl.[C+](=O)C1C=CC=CC=1, predict the reaction product. (2) Given the reactants [C:1]([C:5]1[CH:9]=[C:8]([NH:10][C:11]([NH:13][C:14]2[C:23]3[C:18](=[CH:19][CH:20]=[CH:21][CH:22]=3)[C:17]([O:24][C:25]3[CH:30]=[CH:29][N:28]=[C:27](Cl)[N:26]=3)=[CH:16][CH:15]=2)=[O:12])[N:7]([C:32]2[CH:33]=[N:34][C:35]([O:38][CH3:39])=[CH:36][CH:37]=2)[N:6]=1)([CH3:4])([CH3:3])[CH3:2].[CH:40]1([S:43][C:44]2[CH:45]=[C:46]([CH:48]=[CH:49][CH:50]=2)[NH2:47])[CH2:42][CH2:41]1.C([O-])(O)=O.[Na+], predict the reaction product. The product is: [C:1]([C:5]1[CH:9]=[C:8]([NH:10][C:11]([NH:13][C:14]2[C:23]3[C:18](=[CH:19][CH:20]=[CH:21][CH:22]=3)[C:17]([O:24][C:25]3[CH:30]=[CH:29][N:28]=[C:27]([NH:47][C:46]4[CH:48]=[CH:49][CH:50]=[C:44]([S:43][CH:40]5[CH2:42][CH2:41]5)[CH:45]=4)[N:26]=3)=[CH:16][CH:15]=2)=[O:12])[N:7]([C:32]2[CH:33]=[N:34][C:35]([O:38][CH3:39])=[CH:36][CH:37]=2)[N:6]=1)([CH3:4])([CH3:3])[CH3:2]. (3) Given the reactants [NH3:1].[Br:2][C:3]1[C:4]([F:23])=[CH:5][C:6]([N+:20]([O-:22])=[O:21])=[C:7]([O:9][C:10]2[C:15]([F:16])=[C:14]([CH2:17]Br)[CH:13]=[CH:12][C:11]=2[Cl:19])[CH:8]=1, predict the reaction product. The product is: [Br:2][C:3]1[C:4]([F:23])=[CH:5][C:6]([N+:20]([O-:22])=[O:21])=[C:7]([O:9][C:10]2[C:15]([F:16])=[C:14]([CH2:17][NH2:1])[CH:13]=[CH:12][C:11]=2[Cl:19])[CH:8]=1. (4) Given the reactants [Li]CCCC.C(NC(C)C)(C)C.[Cl:13][C:14]1[CH:15]=[C:16]([CH:18]=[CH:19][C:20]=1[F:21])[NH2:17].F[C:23]1[CH:31]=[C:30]([F:32])[C:29]([F:33])=[CH:28][C:24]=1[C:25]([OH:27])=[O:26], predict the reaction product. The product is: [Cl:13][C:14]1[CH:15]=[C:16]([CH:18]=[CH:19][C:20]=1[F:21])[NH:17][C:23]1[CH:31]=[C:30]([F:32])[C:29]([F:33])=[CH:28][C:24]=1[C:25]([OH:27])=[O:26]. (5) Given the reactants [CH3:1][O:2][C:3]1[CH:26]=[C:25]([O:27][CH3:28])[CH:24]=[CH:23][C:4]=1[CH2:5][N:6]1[C:14](=O)[C:13]2[C:8](=[CH:9][CH:10]=[CH:11][C:12]=2[O:16][CH2:17][CH2:18][N:19]([CH3:21])[CH3:20])[C:7]1=O.[H-].[Al+3].[Li+].[H-].[H-].[H-].C1COCC1, predict the reaction product. The product is: [CH3:1][O:2][C:3]1[CH:26]=[C:25]([O:27][CH3:28])[CH:24]=[CH:23][C:4]=1[CH2:5][N:6]1[CH2:14][C:13]2[C:8](=[CH:9][CH:10]=[CH:11][C:12]=2[O:16][CH2:17][CH2:18][N:19]([CH3:21])[CH3:20])[CH2:7]1. (6) Given the reactants [CH2:1]([N:4]([CH2:16][CH:17]=[CH2:18])[C:5]1[C:6]2[S:14][CH:13]=[C:12]([CH3:15])[C:7]=2[N:8]=[C:9]([Cl:11])[N:10]=1)[CH:2]=[CH2:3].[CH2:19]([NH2:22])[CH:20]=[CH2:21].C(=O)([O-])O.[Na+], predict the reaction product. The product is: [ClH:11].[CH2:19]([NH:22][C:9]1[N:10]=[C:5]([N:4]([CH2:16][CH:17]=[CH2:18])[CH2:1][CH:2]=[CH2:3])[C:6]2[S:14][CH:13]=[C:12]([CH3:15])[C:7]=2[N:8]=1)[CH:20]=[CH2:21]. (7) Given the reactants [C:1]([O:8][CH2:9][C:10]1[CH:11]=[N:12][C:13]([CH3:35])=[C:14]([O:25]CC2C=CC(OC)=CC=2)[C:15]=1[CH2:16][O:17][C:18](=[O:24])[CH2:19][CH2:20][CH2:21][C:22]#[CH:23])(=[O:7])[CH2:2][CH2:3][CH2:4][C:5]#[CH:6].[SiH](CC)(CC)CC.FC(F)(F)C(O)=O, predict the reaction product. The product is: [C:1]([O:8][CH2:9][C:10]1[CH:11]=[N:12][C:13]([CH3:35])=[C:14]([OH:25])[C:15]=1[CH2:16][O:17][C:18](=[O:24])[CH2:19][CH2:20][CH2:21][C:22]#[CH:23])(=[O:7])[CH2:2][CH2:3][CH2:4][C:5]#[CH:6].